Dataset: Catalyst prediction with 721,799 reactions and 888 catalyst types from USPTO. Task: Predict which catalyst facilitates the given reaction. (1) Reactant: [Cl:1][C:2]1[CH:3]=[C:4]([CH:7]=[CH:8][C:9]=1[F:10])[CH:5]=O.[C:11]([CH2:16][CH:17]=P(C1C=CC=CC=1)(C1C=CC=CC=1)C1C=CC=CC=1)([O:13][CH2:14][CH3:15])=[O:12]. Product: [Cl:1][C:2]1[CH:3]=[C:4](/[CH:5]=[C:16](\[CH3:17])/[C:11]([O:13][CH2:14][CH3:15])=[O:12])[CH:7]=[CH:8][C:9]=1[F:10]. The catalyst class is: 11. (2) Reactant: [CH2:1]([N:8]1[C:12]([NH2:13])=[CH:11][N:10]=[N:9]1)[C:2]1[CH:7]=[CH:6][CH:5]=[CH:4][CH:3]=1.[Si:14]([O:21][CH:22]1[CH2:27][CH2:26][C:25](=O)[CH2:24][CH2:23]1)([C:17]([CH3:20])([CH3:19])[CH3:18])([CH3:16])[CH3:15].C(O[BH-](OC(=O)C)OC(=O)C)(=O)C.[Na+]. Product: [CH2:1]([N:8]1[C:12]([NH:13][CH:25]2[CH2:26][CH2:27][CH:22]([O:21][Si:14]([C:17]([CH3:20])([CH3:19])[CH3:18])([CH3:15])[CH3:16])[CH2:23][CH2:24]2)=[CH:11][N:10]=[N:9]1)[C:2]1[CH:7]=[CH:6][CH:5]=[CH:4][CH:3]=1. The catalyst class is: 15. (3) Reactant: [C:1]([C:4]1[O:12][C:11]2[C:10]([N:13]3[CH2:18][CH2:17][CH:16]([CH:19]4[CH2:24][CH2:23][N:22](C(OC(C)(C)C)=O)[CH2:21][CH2:20]4)[CH2:15][CH2:14]3)=[N:9][CH:8]=[N:7][C:6]=2[CH:5]=1)(=[O:3])[NH2:2].C(O)(C(F)(F)F)=O. Product: [N:13]1([C:10]2[C:11]3[O:12][C:4]([C:1]([NH2:2])=[O:3])=[CH:5][C:6]=3[N:7]=[CH:8][N:9]=2)[CH2:14][CH2:15][CH:16]([CH:19]2[CH2:24][CH2:23][NH:22][CH2:21][CH2:20]2)[CH2:17][CH2:18]1. The catalyst class is: 2. (4) Reactant: [CH3:1][N:2]1[C:7]([C:8]([F:11])([F:10])[F:9])=[CH:6][C:5](=[O:12])[N:4]([C:13]2[CH:14]=[CH:15][C:16]3[S:20][N:19]=[C:18]([CH:21]=[O:22])[C:17]=3[CH:23]=2)[C:3]1=[O:24].[SH:25][CH2:26][CH2:27][CH2:28]O.[Bi](Cl)(Cl)Cl.C(#N)C. Product: [CH3:1][N:2]1[C:7]([C:8]([F:9])([F:10])[F:11])=[CH:6][C:5](=[O:12])[N:4]([C:13]2[CH:14]=[CH:15][C:16]3[S:20][N:19]=[C:18]([CH:21]4[S:25][CH2:26][CH2:27][CH2:28][O:22]4)[C:17]=3[CH:23]=2)[C:3]1=[O:24]. The catalyst class is: 27. (5) Product: [F:23][C:24]1[C:32]([O:33][C:2]2[C:11]3[C:6](=[CH:7][C:8]([O:14][CH2:15][CH2:16][CH2:17][C:18]([O:20][CH2:21][CH3:22])=[O:19])=[C:9]([O:12][CH3:13])[CH:10]=3)[N:5]=[CH:4][N:3]=2)=[CH:31][CH:30]=[C:29]2[C:25]=1[CH:26]=[C:27]([CH3:34])[NH:28]2. The catalyst class is: 115. Reactant: Cl[C:2]1[C:11]2[C:6](=[CH:7][C:8]([O:14][CH2:15][CH2:16][CH2:17][C:18]([O:20][CH2:21][CH3:22])=[O:19])=[C:9]([O:12][CH3:13])[CH:10]=2)[N:5]=[CH:4][N:3]=1.[F:23][C:24]1[C:32]([OH:33])=[CH:31][CH:30]=[C:29]2[C:25]=1[CH:26]=[C:27]([CH3:34])[NH:28]2.C(=O)([O-])[O-].[Cs+].[Cs+]. (6) Reactant: [CH3:1][C:2]1[N:3]([C:8]2[CH:12]=[C:11]([C:13](=[O:15])[CH3:14])[NH:10][N:9]=2)[C:4]([CH3:7])=[CH:5][CH:6]=1.[Br:16][CH2:17][CH2:18]Br.C([O-])([O-])=O.[K+].[K+]. Product: [Br:16][CH2:17][CH2:18][N:10]1[C:11]([C:13](=[O:15])[CH3:14])=[CH:12][C:8]([N:3]2[C:2]([CH3:1])=[CH:6][CH:5]=[C:4]2[CH3:7])=[N:9]1. The catalyst class is: 10. (7) Reactant: C[O:2][C:3](=[O:39])[CH2:4][C:5]1[CH:14]=[C:13]2[C:8]([CH2:9][CH2:10][N:11]([CH2:15][CH2:16][CH2:17][N:18]([C:31]3[N:36]=[CH:35][C:34]([CH2:37][CH3:38])=[CH:33][N:32]=3)[CH2:19][C:20]3[CH:25]=[CH:24][C:23]([O:26][C:27]([F:30])([F:29])[F:28])=[CH:22][CH:21]=3)[CH2:12]2)=[CH:7][CH:6]=1.[Li+].[OH-]. Product: [CH2:37]([C:34]1[CH:33]=[N:32][C:31]([N:18]([CH2:19][C:20]2[CH:21]=[CH:22][C:23]([O:26][C:27]([F:28])([F:30])[F:29])=[CH:24][CH:25]=2)[CH2:17][CH2:16][CH2:15][N:11]2[CH2:10][CH2:9][C:8]3[C:13](=[CH:14][C:5]([CH2:4][C:3]([OH:39])=[O:2])=[CH:6][CH:7]=3)[CH2:12]2)=[N:36][CH:35]=1)[CH3:38]. The catalyst class is: 36.